This data is from Forward reaction prediction with 1.9M reactions from USPTO patents (1976-2016). The task is: Predict the product of the given reaction. Given the reactants [ClH:1].[CH3:2][O:3][C:4]1[CH:5]=[C:6](/[C:12](=[CH:15]/[C:16]2[CH:17]=[N:18][CH:19]=[CH:20][CH:21]=2)/[C:13]#[N:14])[CH:7]=[CH:8][C:9]=1[O:10][CH3:11], predict the reaction product. The product is: [ClH:1].[CH3:2][O:3][C:4]1[CH:5]=[C:6](/[C:12](=[CH:15]/[C:16]2[CH:17]=[N:18][CH:19]=[CH:20][CH:21]=2)/[C:13]#[N:14])[CH:7]=[CH:8][C:9]=1[O:10][CH3:11].